Dataset: Forward reaction prediction with 1.9M reactions from USPTO patents (1976-2016). Task: Predict the product of the given reaction. (1) Given the reactants C(OC([N:8]([CH2:47][CH2:48][NH:49]C(OC(C)(C)C)=O)[CH:9]1[CH2:12][CH:11]([CH2:13][C:14]([NH:16][C@H:17]([B:34]2[O:42][CH:41]3[C:36]([CH3:46])([CH:37]4[CH2:43][CH:39]([CH2:40]3)[C:38]4([CH3:45])[CH3:44])[O:35]2)[CH2:18][C:19]2[C:20]([O:32][CH3:33])=[C:21]([CH:29]=[CH:30][CH:31]=2)[C:22]([O:24]C(C)(C)C)=[O:23])=[O:15])[CH2:10]1)=O)(C)(C)C.Cl, predict the reaction product. The product is: [NH2:49][CH2:48][CH2:47][NH:8][CH:9]1[CH2:12][CH:11]([CH2:13][C:14]([NH:16][C@H:17]([B:34]2[O:42][CH:41]3[C:36]([CH3:46])([CH:37]4[CH2:43][CH:39]([CH2:40]3)[C:38]4([CH3:45])[CH3:44])[O:35]2)[CH2:18][C:19]2[C:20]([O:32][CH3:33])=[C:21]([CH:29]=[CH:30][CH:31]=2)[C:22]([OH:24])=[O:23])=[O:15])[CH2:10]1. (2) Given the reactants O=[C:2]1[C:7]([C:8]#[N:9])=[CH:6][NH:5][C:4]2[CH:10]=[CH:11][S:12][C:3]1=2.P(Cl)(Cl)([Cl:15])=O.C([O-])(O)=O.[Na+], predict the reaction product. The product is: [Cl:15][C:2]1[C:7]([C:8]#[N:9])=[CH:6][N:5]=[C:4]2[CH:10]=[CH:11][S:12][C:3]=12. (3) Given the reactants [NH:1]1[CH2:6][CH2:5][CH:4]([N:7]2[C:12](=[O:13])[CH2:11][O:10][C@H:9]3[CH2:14][CH2:15][CH2:16][CH2:17][C@H:8]23)[CH2:3][CH2:2]1.[CH:18]1([CH2:22][O:23][CH2:24][CH:25]2[CH2:30][CH2:29][C:28](=O)[CH2:27][CH2:26]2)[CH2:21][CH2:20][CH2:19]1, predict the reaction product. The product is: [CH:18]1([CH2:22][O:23][CH2:24][CH:25]2[CH2:26][CH2:27][CH:28]([N:1]3[CH2:2][CH2:3][CH:4]([N:7]4[C:12](=[O:13])[CH2:11][O:10][C@H:9]5[CH2:14][CH2:15][CH2:16][CH2:17][C@H:8]45)[CH2:5][CH2:6]3)[CH2:29][CH2:30]2)[CH2:19][CH2:20][CH2:21]1.